Dataset: Full USPTO retrosynthesis dataset with 1.9M reactions from patents (1976-2016). Task: Predict the reactants needed to synthesize the given product. (1) Given the product [CH:1]1([N:4]2[C:8]([C:9]3[CH:14]=[CH:13][C:12]([NH2:15])=[C:11]([CH3:18])[CH:10]=3)=[N:7][N:6]=[N:5]2)[CH2:3][CH2:2]1, predict the reactants needed to synthesize it. The reactants are: [CH:1]1([N:4]2[C:8]([C:9]3[CH:14]=[CH:13][C:12]([N+:15]([O-])=O)=[C:11]([CH3:18])[CH:10]=3)=[N:7][N:6]=[N:5]2)[CH2:3][CH2:2]1.[H][H]. (2) Given the product [C:22]([C:19]1([C:16]2[CH:17]=[CH:18][C:13]([C:3]3[CH:4]=[C:5]4[C:9](=[CH:10][C:2]=3[Cl:1])[NH:8][CH:7]=[C:6]4[C:11]([OH:31])=[O:12])=[CH:14][CH:15]=2)[CH2:20][CH2:21]1)([OH:24])=[O:23], predict the reactants needed to synthesize it. The reactants are: [Cl:1][C:2]1[CH:10]=[C:9]2[C:5]([C:6]([CH:11]=[O:12])=[CH:7][NH:8]2)=[CH:4][C:3]=1[C:13]1[CH:18]=[CH:17][C:16]([C:19]2([C:22]([OH:24])=[O:23])[CH2:21][CH2:20]2)=[CH:15][CH:14]=1.CC(=CC)C.Cl([O-])=[O:31].[Na+].O.O.P([O-])(O)(O)=O.[Na+]. (3) Given the product [F:6][C:7]1[C:8]([F:13])=[CH:9][CH:10]=[CH:11][C:12]=1[CH:14]([OH:23])[CH2:15][CH2:16][CH2:17][CH2:18][CH2:19][CH2:20][CH2:21][CH3:22], predict the reactants needed to synthesize it. The reactants are: C([Li])CCC.[F:6][C:7]1[CH:12]=[CH:11][CH:10]=[CH:9][C:8]=1[F:13].[CH:14](=[O:23])[CH2:15][CH2:16][CH2:17][CH2:18][CH2:19][CH2:20][CH2:21][CH3:22].[Cl-].[NH4+]. (4) Given the product [I:1][C:4]1[N:9]=[C:8]([CH3:10])[CH:7]=[C:6]([CH3:11])[N:5]=1, predict the reactants needed to synthesize it. The reactants are: [IH:1].O.Cl[C:4]1[N:9]=[C:8]([CH3:10])[CH:7]=[C:6]([CH3:11])[N:5]=1.C([O-])([O-])=O.[K+].[K+]. (5) Given the product [O:1]=[C:2]([NH:17][C@H:18]1[CH2:22][CH2:21][N:20]([CH:23]2[CH2:24][CH2:25][O:26][CH2:27][CH2:28]2)[CH2:19]1)[CH2:3][NH:4][C:5](=[O:16])[C:6]1[CH:11]=[CH:10][CH:9]=[C:8]([C:12]([F:15])([F:14])[F:13])[CH:7]=1, predict the reactants needed to synthesize it. The reactants are: [O:1]=[C:2]([NH:17][C@@H:18]1[CH2:22][CH2:21][N:20]([CH:23]2[CH2:28][CH2:27][O:26][CH2:25][CH2:24]2)[CH2:19]1)[CH2:3][NH:4][C:5](=[O:16])[C:6]1[CH:11]=[CH:10][CH:9]=[C:8]([C:12]([F:15])([F:14])[F:13])[CH:7]=1.C(N)(=O)C1C=CC=CC=1.O=C(N[C@@H]1CCNC1)CNC(=O)C1C=CC=C(C(F)(F)F)C=1. (6) Given the product [C:21]([O:32][C:30](=[O:31])[CH2:29][C:3]([C:5]1[CH:10]=[CH:9][N:8]=[C:7]([C:11]2[CH:12]=[CH:13][N:14]=[CH:15][CH:16]=2)[CH:6]=1)=[O:4])([CH3:20])([CH3:22])[CH3:36], predict the reactants needed to synthesize it. The reactants are: CO[C:3]([C:5]1[CH:10]=[CH:9][N:8]=[C:7]([C:11]2[CH:16]=[CH:15][N:14]=[CH:13][CH:12]=2)[CH:6]=1)=[O:4].N1[CH:22]=[CH:21][C:20](B(O)O)=CC=1.BrC1C=[C:29](C=CN=1)[C:30]([OH:32])=[O:31].[C:36]([O-])([O-])=O.[K+].[K+]. (7) Given the product [CH2:1]([O:4][C:5]1([CH3:34])[CH2:10][CH2:9][N:8]([C:11]2[N:16]3[N:17]=[C:18]([CH2:20][N:51]=[N+:52]=[N-:53])[CH:19]=[C:15]3[N:14]=[C:13]([CH3:22])[C:12]=2[C@H:23]([O:29][C:30]([CH3:33])([CH3:32])[CH3:31])[C:24]([O:26][CH2:27][CH3:28])=[O:25])[CH2:7][CH2:6]1)[CH:2]=[CH2:3], predict the reactants needed to synthesize it. The reactants are: [CH2:1]([O:4][C:5]1([CH3:34])[CH2:10][CH2:9][N:8]([C:11]2[N:16]3[N:17]=[C:18]([CH2:20]O)[CH:19]=[C:15]3[N:14]=[C:13]([CH3:22])[C:12]=2[C@H:23]([O:29][C:30]([CH3:33])([CH3:32])[CH3:31])[C:24]([O:26][CH2:27][CH3:28])=[O:25])[CH2:7][CH2:6]1)[CH:2]=[CH2:3].P([N:51]=[N+:52]=[N-:53])(=O)(OC1C=CC=CC=1)OC1C=CC=CC=1.C1CCN2C(=NCCC2)CC1. (8) Given the product [N:31]1[CH:32]=[CH:33][CH:34]=[C:29]([C:26]2[CH:27]=[N:28][C:23]([N:11]3[CH2:12][C:13]4[C:14](=[O:41])[C:15]5[CH:16]=[CH:17][CH:18]=[CH:19][C:20]=5[NH:21][C:22]=4[CH:10]3[C:5]3[CH:6]=[CH:7][C:8]4[O:9][CH2:1][O:2][C:3]=4[CH:4]=3)=[N:24][CH:25]=2)[CH:30]=1, predict the reactants needed to synthesize it. The reactants are: [CH2:1]1[O:9][C:8]2[CH:7]=[CH:6][C:5]([CH:10]3[C:22]4[NH:21][C:20]5[C:15](=[CH:16][CH:17]=[CH:18][CH:19]=5)[C:14]=4[CH2:13][CH2:12][N:11]3[C:23]3[N:28]=[CH:27][C:26]([C:29]4[CH:30]=[N:31][CH:32]=[CH:33][CH:34]=4)=[CH:25][N:24]=3)=[CH:4][C:3]=2[O:2]1.[H-].[Na+].CN(C=[O:41])C. (9) Given the product [NH2:1][C@H:2]([C:13]([NH:15][CH2:16][CH2:17][CH2:18][CH2:19][NH:20][C:21]([O:23][C:24]([CH3:27])([CH3:26])[CH3:25])=[O:22])=[O:14])[CH2:3][C:4]1[C:12]2[C:7](=[CH:8][CH:9]=[CH:10][CH:11]=2)[NH:6][CH:5]=1, predict the reactants needed to synthesize it. The reactants are: [NH:1](C(OCC1C=CC=CC=1)=O)[C@H:2]([C:13]([NH:15][CH2:16][CH2:17][CH2:18][CH2:19][NH:20][C:21]([O:23][C:24]([CH3:27])([CH3:26])[CH3:25])=[O:22])=[O:14])[CH2:3][C:4]1[C:12]2[C:7](=[CH:8][CH:9]=[CH:10][CH:11]=2)[NH:6][CH:5]=1. (10) Given the product [N+:8]([C:5]1[CH:6]=[CH:7][C:2]([N:14]([CH2:15][CH:16]=[CH2:17])[CH2:11][CH:12]=[CH2:13])=[CH:3][CH:4]=1)([O-:10])=[O:9], predict the reactants needed to synthesize it. The reactants are: F[C:2]1[CH:7]=[CH:6][C:5]([N+:8]([O-:10])=[O:9])=[CH:4][CH:3]=1.[CH2:11]([NH:14][CH2:15][CH:16]=[CH2:17])[CH:12]=[CH2:13].C([O-])([O-])=O.[K+].[K+].O.